From a dataset of Forward reaction prediction with 1.9M reactions from USPTO patents (1976-2016). Predict the product of the given reaction. (1) Given the reactants FC(F)(F)C(O)=O.[NH2:8][C@@H:9]([C:11]1[N:12]([S:19]([C:22]2[CH:28]=[CH:27][C:25]([CH3:26])=[CH:24][CH:23]=2)(=[O:21])=[O:20])[CH:13]=[CH:14][C:15]=1[C:16](O)=[O:17])[CH3:10].CCN(C(C)C)C(C)C.CCCP1(OP(CCC)(=O)OP(CCC)(=O)O1)=O.C([O-])(O)=O.[Na+], predict the reaction product. The product is: [CH3:10][C@@H:9]1[C:11]2[N:12]([S:19]([C:22]3[CH:28]=[CH:27][C:25]([CH3:26])=[CH:24][CH:23]=3)(=[O:21])=[O:20])[CH:13]=[CH:14][C:15]=2[C:16](=[O:17])[NH:8]1. (2) Given the reactants CN(C)[CH:3]=[CH:4][C:5]([C:7]1[N:14]2[C:10]([S:11][CH:12]=[CH:13]2)=[N:9][C:8]=1[C:15]1[CH:20]=[CH:19][C:18]([F:21])=[C:17]([O:22][CH3:23])[CH:16]=1)=O.Cl.[NH2:26]/[C:27](/[NH:30][C@@H:31]1[CH2:36][CH2:35][CH2:34][N:33]([C:37]([O:39][C:40]([CH3:43])([CH3:42])[CH3:41])=[O:38])[CH2:32]1)=[N:28]/[H].[O-]CC.[Na+], predict the reaction product. The product is: [F:21][C:18]1[CH:19]=[CH:20][C:15]([C:8]2[N:9]=[C:10]3[N:14]([C:7]=2[C:5]2[CH:4]=[CH:3][N:28]=[C:27]([NH:30][C@@H:31]4[CH2:36][CH2:35][CH2:34][N:33]([C:37]([O:39][C:40]([CH3:43])([CH3:42])[CH3:41])=[O:38])[CH2:32]4)[N:26]=2)[CH:13]=[CH:12][S:11]3)=[CH:16][C:17]=1[O:22][CH3:23].